This data is from Reaction yield outcomes from USPTO patents with 853,638 reactions. The task is: Predict the reaction yield, written as a fraction of the theoretical maximum amount of product (1.0 means a 100% yield; for example, 0.34 means a 34% yield). (1) The reactants are [CH3:1][O:2][C:3](=[O:29])[CH:4]([CH2:24][CH:25]=[CH:26][CH2:27]Br)[CH2:5][C:6]([CH3:23])=[CH:7][CH2:8][C:9]1[C:10]([OH:22])=[C:11]2[C:15](=[C:16]([CH3:20])[C:17]=1[O:18][CH3:19])[CH2:14][O:13][C:12]2=[O:21].[CH3:30][O:31][P:32]([O:35]C)[O:33][CH3:34]. The product is [CH3:1][O:2][C:3](=[O:29])[CH:4]([CH2:24][CH:25]=[CH:26][CH2:27][P:32]([O:33][CH3:34])([O:31][CH3:30])=[O:35])[CH2:5][C:6]([CH3:23])=[CH:7][CH2:8][C:9]1[C:10]([OH:22])=[C:11]2[C:15](=[C:16]([CH3:20])[C:17]=1[O:18][CH3:19])[CH2:14][O:13][C:12]2=[O:21]. The yield is 0.880. No catalyst specified. (2) The reactants are [CH2:1]([O:3][C:4]([C@H:6]1[CH2:11][CH2:10][CH2:9][NH:8][C@H:7]1[C:12]1[CH:17]=[CH:16][C:15]([NH:18][C:19]([O:21][C:22]([CH3:25])([CH3:24])[CH3:23])=[O:20])=[CH:14][CH:13]=1)=[O:5])[CH3:2].CCN(CC)CC.[CH3:33][C:34]1[CH:42]=[CH:41][CH:40]=[CH:39][C:35]=1[C:36](Cl)=[O:37]. The catalyst is C(Cl)Cl. The product is [CH2:1]([O:3][C:4]([C@H:6]1[CH2:11][CH2:10][CH2:9][N:8]([C:36](=[O:37])[C:35]2[CH:39]=[CH:40][CH:41]=[CH:42][C:34]=2[CH3:33])[C@H:7]1[C:12]1[CH:13]=[CH:14][C:15]([NH:18][C:19]([O:21][C:22]([CH3:24])([CH3:23])[CH3:25])=[O:20])=[CH:16][CH:17]=1)=[O:5])[CH3:2]. The yield is 1.00. (3) The reactants are [Cl:1][C:2]1[CH:3]=[C:4]([C:9](=[O:11])[CH3:10])[CH:5]=[CH:6][C:7]=1[SH:8].[H-].[Na+].I[CH:15]1[CH2:20][CH2:19][O:18][CH2:17][CH2:16]1. The catalyst is CN(C=O)C. The product is [Cl:1][C:2]1[CH:3]=[C:4]([C:9](=[O:11])[CH3:10])[CH:5]=[CH:6][C:7]=1[S:8][CH:15]1[CH2:20][CH2:19][O:18][CH2:17][CH2:16]1. The yield is 0.320. (4) The catalyst is CS(C)=O. The reactants are [CH2:1]([O:8][C:9](=[O:16])[NH:10][C@H:11]([CH2:14][OH:15])[CH2:12][CH3:13])[C:2]1[CH:7]=[CH:6][CH:5]=[CH:4][CH:3]=1.C(N(CC)CC)C.C(O)(=O)CC(CC(O)=O)(C(O)=O)O. The product is [CH2:1]([O:8][C:9](=[O:16])[NH:10][C@H:11]([CH:14]=[O:15])[CH2:12][CH3:13])[C:2]1[CH:7]=[CH:6][CH:5]=[CH:4][CH:3]=1. The yield is 0.550.